Dataset: CYP3A4 inhibition data for predicting drug metabolism from PubChem BioAssay. Task: Regression/Classification. Given a drug SMILES string, predict its absorption, distribution, metabolism, or excretion properties. Task type varies by dataset: regression for continuous measurements (e.g., permeability, clearance, half-life) or binary classification for categorical outcomes (e.g., BBB penetration, CYP inhibition). Dataset: cyp3a4_veith. (1) The molecule is Cc1ccccc1-c1nc(NC2CCNCC2)c2ccccc2n1. The result is 0 (non-inhibitor). (2) The compound is O=S(O)O.O=S(O)O.[Co].[NH2-].[NH2-].[NH2-].[NH2-]. The result is 0 (non-inhibitor). (3) The drug is O[C@H]1CO[C@H](OCc2ccccc2)[C@@H](O)[C@H]1O. The result is 0 (non-inhibitor). (4) The molecule is Oc1cccnc1CN1CCCCC1. The result is 0 (non-inhibitor).